From a dataset of Peptide-MHC class II binding affinity with 134,281 pairs from IEDB. Regression. Given a peptide amino acid sequence and an MHC pseudo amino acid sequence, predict their binding affinity value. This is MHC class II binding data. (1) The peptide sequence is GNLQIVDKIDAAFKI. The MHC is DRB1_1101 with pseudo-sequence DRB1_1101. The binding affinity (normalized) is 0.599. (2) The peptide sequence is VKQNTLKLATGMRNV. The MHC is HLA-DQA10102-DQB10602 with pseudo-sequence HLA-DQA10102-DQB10602. The binding affinity (normalized) is 0.294. (3) The binding affinity (normalized) is 0.398. The MHC is DRB1_1101 with pseudo-sequence DRB1_1101. The peptide sequence is AQQSKLAQRRVFHGV. (4) The peptide sequence is SQDLELSWNCNGLQAY. The MHC is HLA-DQA10301-DQB10302 with pseudo-sequence HLA-DQA10301-DQB10302. The binding affinity (normalized) is 0.396. (5) The peptide sequence is RRSIPVNEALAAAGL. The MHC is HLA-DQA10201-DQB10301 with pseudo-sequence HLA-DQA10201-DQB10301. The binding affinity (normalized) is 0.744. (6) The peptide sequence is TATELNNALQNLART. The binding affinity (normalized) is 0.199. The MHC is HLA-DPA10301-DPB10402 with pseudo-sequence HLA-DPA10301-DPB10402. (7) The peptide sequence is EAMSQVTNSATIMMQR. The MHC is DRB1_0401 with pseudo-sequence DRB1_0401. The binding affinity (normalized) is 0.641.